This data is from Forward reaction prediction with 1.9M reactions from USPTO patents (1976-2016). The task is: Predict the product of the given reaction. (1) Given the reactants [CH3:1][C:2]1[CH:7]=[CH:6][N:5]=[CH:4][C:3]=1[N:8]1[CH2:12][CH2:11][NH:10][C:9]1=[O:13].Br[C:15]1[CH:16]=[N:17][C:18]2[C:23]([CH:24]=1)=[CH:22][CH:21]=[CH:20][CH:19]=2.N[C@@H]1CCCC[C@H]1N.C(=O)([O-])[O-].[K+].[K+], predict the reaction product. The product is: [CH3:1][C:2]1[CH:7]=[CH:6][N:5]=[CH:4][C:3]=1[N:8]1[CH2:12][CH2:11][N:10]([C:15]2[CH:16]=[N:17][C:18]3[C:23]([CH:24]=2)=[CH:22][CH:21]=[CH:20][CH:19]=3)[C:9]1=[O:13]. (2) Given the reactants O[O:2][S:3]([O-:5])=O.[K+].CS[C:9]1[CH:14]=[CH:13][C:12]([OH:15])=[CH:11][CH:10]=1.[CH2:16](O)C, predict the reaction product. The product is: [CH3:16][S:3]([C:9]1[CH:14]=[CH:13][C:12]([OH:15])=[CH:11][CH:10]=1)(=[O:5])=[O:2]. (3) Given the reactants Br[C:2]1[CH:3]=[CH:4][C:5]([C:8]([O:10][CH3:11])=[O:9])=[N:6][CH:7]=1.C([Sn](CCCC)(CCCC)[C:17]([O:19][CH2:20][CH3:21])=[CH2:18])CCC, predict the reaction product. The product is: [CH2:20]([O:19][C:17]([C:2]1[CH:3]=[CH:4][C:5]([C:8]([O:10][CH3:11])=[O:9])=[N:6][CH:7]=1)=[CH2:18])[CH3:21].